Task: Regression. Given a peptide amino acid sequence and an MHC pseudo amino acid sequence, predict their binding affinity value. This is MHC class II binding data.. Dataset: Peptide-MHC class II binding affinity with 134,281 pairs from IEDB (1) The peptide sequence is SQDLELSWNLNGLQAL. The MHC is HLA-DQA10301-DQB10302 with pseudo-sequence HLA-DQA10301-DQB10302. The binding affinity (normalized) is 0.491. (2) The peptide sequence is IRDKVQKEYALFYKLDVV. The MHC is HLA-DQA10201-DQB10202 with pseudo-sequence HLA-DQA10201-DQB10202. The binding affinity (normalized) is 0.152.